Dataset: Reaction yield outcomes from USPTO patents with 853,638 reactions. Task: Predict the reaction yield, written as a fraction of the theoretical maximum amount of product (1.0 means a 100% yield; for example, 0.34 means a 34% yield). (1) The reactants are [CH:1]#[C:2][CH2:3][CH2:4][CH2:5][OH:6].N1C=CN=C1.[Si:12](Cl)([C:15]([CH3:18])([CH3:17])[CH3:16])([CH3:14])[CH3:13].O. The catalyst is CN(C=O)C. The product is [O:6]([CH2:5][CH2:4][CH2:3][C:2]#[CH:1])[Si:12]([C:15]([CH3:18])([CH3:17])[CH3:16])([CH3:14])[CH3:13]. The yield is 0.900. (2) The catalyst is CN(C)C=O. The yield is 0.800. The reactants are [NH:1]1[CH2:6][CH2:5][CH:4]([CH2:7][CH2:8][CH2:9][C:10]([O:12][CH2:13][CH3:14])=[O:11])[CH2:3][CH2:2]1.[CH3:15][NH:16][C:17]([N:19]1[C:27]2[C:22](=[CH:23][C:24]([O:28][C:29]3[CH:34]=[CH:33][N:32]=[C:31]([N:35](C(OC4C=CC=CC=4)=O)[C:36](=O)[O:37]C4C=CC=CC=4)[CH:30]=3)=[CH:25][CH:26]=2)[CH:21]=[CH:20]1)=[O:18]. The product is [CH3:15][NH:16][C:17]([N:19]1[C:27]2[C:22](=[CH:23][C:24]([O:28][C:29]3[CH:34]=[CH:33][N:32]=[C:31]([NH:35][C:36]([N:1]4[CH2:6][CH2:5][CH:4]([CH2:7][CH2:8][CH2:9][C:10]([O:12][CH2:13][CH3:14])=[O:11])[CH2:3][CH2:2]4)=[O:37])[CH:30]=3)=[CH:25][CH:26]=2)[CH:21]=[CH:20]1)=[O:18]. (3) The reactants are [NH:1]1[CH:5]=[N:4][C:3]([C:6]2[CH:7]=[C:8]3[C:12](=[CH:13][CH:14]=2)[N:11](C2CCCCO2)[N:10]=[C:9]3[C:21]2[CH:22]=[C:23](O)[CH:24]=[CH:25][CH:26]=2)=[N:2]1.C1(P(C2C=CC=CC=2)C2C=CC=CC=2)C=CC=CC=1.N(C(OCC)=O)=NC(OCC)=O.[N:59]1[CH:64]=[CH:63][CH:62]=[C:61]([CH2:65][OH:66])[CH:60]=1.Cl. The catalyst is O1CCCC1. The product is [NH:1]1[CH:5]=[N:4][C:3]([C:6]2[CH:14]=[C:13]([O:66][CH2:65][C:61]3[CH:60]=[N:59][CH:64]=[CH:63][CH:62]=3)[CH:12]=[C:8]([C:9]3[C:21]4[C:22](=[CH:23][CH:24]=[CH:25][CH:26]=4)[NH:11][N:10]=3)[CH:7]=2)=[N:2]1. The yield is 0.120.